From a dataset of Full USPTO retrosynthesis dataset with 1.9M reactions from patents (1976-2016). Predict the reactants needed to synthesize the given product. (1) Given the product [CH2:17]([O:16][C:14](=[O:15])[CH2:13][O:7][CH2:6][C:5]1[CH:8]=[CH:9][CH:10]=[C:3]([O:2][CH3:1])[CH:4]=1)[CH3:18], predict the reactants needed to synthesize it. The reactants are: [CH3:1][O:2][C:3]1[CH:4]=[C:5]([CH:8]=[CH:9][CH:10]=1)[CH2:6][OH:7].[N+](=[CH:13][C:14]([O:16][CH2:17][CH3:18])=[O:15])=[N-]. (2) Given the product [C:14]([O:18][C:19]([N:21]1[CH2:22][CH2:23][N:24]([C:27]2[CH:32]=[CH:31][CH:30]=[CH:29][C:28]=2[CH2:33][NH:34][C:2]2[CH:3]=[C:4]3[C:9](=[CH:10][CH:11]=2)[C:8](=[O:12])[NH:7][N:6]=[C:5]3[Cl:13])[CH2:25][CH2:26]1)=[O:20])([CH3:17])([CH3:15])[CH3:16], predict the reactants needed to synthesize it. The reactants are: Br[C:2]1[CH:3]=[C:4]2[C:9](=[CH:10][CH:11]=1)[C:8](=[O:12])[NH:7][N:6]=[C:5]2[Cl:13].[C:14]([O:18][C:19]([N:21]1[CH2:26][CH2:25][N:24]([C:27]2[CH:32]=[CH:31][CH:30]=[CH:29][C:28]=2[CH2:33][NH2:34])[CH2:23][CH2:22]1)=[O:20])([CH3:17])([CH3:16])[CH3:15].C1C=CC(P(C2C(C3C(P(C4C=CC=CC=4)C4C=CC=CC=4)=CC=C4C=3C=CC=C4)=C3C(C=CC=C3)=CC=2)C2C=CC=CC=2)=CC=1.CC([O-])(C)C.[Na+]. (3) Given the product [Cl:21][C:17]1[CH:16]=[C:15]([CH:20]=[CH:19][CH:18]=1)[CH2:14][N:13]1[C:12]2[CH:22]=[C:23]([F:27])[C:24]([F:26])=[CH:25][C:11]=2[N:10]=[C:9]1[C:5]1[CH:4]=[CH:3][C:2]([Cl:1])=[CH:7][C:6]=1[O:8][CH2:29][CH:30]1[CH2:34][CH2:33][CH2:32][CH2:31]1, predict the reactants needed to synthesize it. The reactants are: [Cl:1][C:2]1[CH:3]=[CH:4][C:5]([C:9]2[N:13]([CH2:14][C:15]3[CH:20]=[CH:19][CH:18]=[C:17]([Cl:21])[CH:16]=3)[C:12]3[CH:22]=[C:23]([F:27])[C:24]([F:26])=[CH:25][C:11]=3[N:10]=2)=[C:6]([OH:8])[CH:7]=1.Br[CH2:29][CH:30]1[CH2:34][CH2:33][CH2:32][CH2:31]1. (4) Given the product [C:1]([NH:4][C:5]1[CH:6]=[CH:7][CH:8]=[C:9]2[C:14]=1[N:13]=[CH:12][CH:11]=[C:10]2[O:15][C:16]1[CH:17]=[C:18]([NH2:23])[CH:19]=[CH:20][C:21]=1[CH3:22])(=[O:3])[CH3:2], predict the reactants needed to synthesize it. The reactants are: [C:1]([NH:4][C:5]1[CH:6]=[CH:7][CH:8]=[C:9]2[C:14]=1[N:13]=[CH:12][CH:11]=[C:10]2[O:15][C:16]1[CH:17]=[C:18]([N:23](C(C)(C)C)C(=O)[O-])[CH:19]=[CH:20][C:21]=1[CH3:22])(=[O:3])[CH3:2].[OH-].[Na+]. (5) Given the product [Cl:32][C:33]1[CH:38]=[C:37]([N:39]2[CH2:43][CH2:42][CH2:41][CH2:40]2)[CH:36]=[CH:35][C:34]=1[CH2:44][N:45]1[CH2:46][CH2:47][N:48]([C:2]([O:20][CH:15]([C:16]([F:19])([F:18])[F:17])[C:14]([F:22])([F:21])[F:13])=[O:4])[CH2:49][CH2:50]1, predict the reactants needed to synthesize it. The reactants are: Cl[C:2](Cl)([O:4]C(=O)OC(Cl)(Cl)Cl)Cl.[F:13][C:14]([F:22])([F:21])[CH:15]([OH:20])[C:16]([F:19])([F:18])[F:17].C(N(C(C)C)C(C)C)C.[Cl:32][C:33]1[CH:38]=[C:37]([N:39]2[CH2:43][CH2:42][CH2:41][CH2:40]2)[CH:36]=[CH:35][C:34]=1[CH2:44][N:45]1[CH2:50][CH2:49][NH:48][CH2:47][CH2:46]1. (6) Given the product [CH3:1][N:2]1[CH:6]=[N:5][C:4]([C:7]([OH:9])=[O:8])=[N:3]1, predict the reactants needed to synthesize it. The reactants are: [CH3:1][N:2]1[CH:6]=[N:5][C:4]([C:7]([O:9]C)=[O:8])=[N:3]1.CO.[OH-].[K+]. (7) Given the product [C:24]([N:8]1[C:7]([CH3:21])=[CH:6][C:5]2[CH:22]=[CH:23][C:2]([Cl:1])=[CH:3][C:4]=2[C:10]([C:11]2[CH:16]=[CH:15][C:14]([N+:17]([O-:19])=[O:18])=[C:13]([CH3:20])[CH:12]=2)=[N:9]1)(=[O:26])[CH3:25], predict the reactants needed to synthesize it. The reactants are: [Cl:1][C:2]1[CH:23]=[CH:22][C:5]2[CH2:6][C:7]([CH3:21])=[N:8][N:9]=[C:10]([C:11]3[CH:16]=[CH:15][C:14]([N+:17]([O-:19])=[O:18])=[C:13]([CH3:20])[CH:12]=3)[C:4]=2[CH:3]=1.[C:24](OC(=O)C)(=[O:26])[CH3:25]. (8) Given the product [CH3:1][O:2][C:3]1[C:4]([C:13]([F:14])([F:15])[F:16])=[CH:5][C:6]([N+:10]([O-:12])=[O:11])=[C:7]([O:9][S:25]([C:24]([F:37])([F:36])[F:23])(=[O:27])=[O:26])[CH:8]=1, predict the reactants needed to synthesize it. The reactants are: [CH3:1][O:2][C:3]1[C:4]([C:13]([F:16])([F:15])[F:14])=[CH:5][C:6]([N+:10]([O-:12])=[O:11])=[C:7]([OH:9])[CH:8]=1.N1C=CC=CC=1.[F:23][C:24]([F:37])([F:36])[S:25](O[S:25]([C:24]([F:37])([F:36])[F:23])(=[O:27])=[O:26])(=[O:27])=[O:26].C(=O)(O)[O-].[Na+]. (9) Given the product [OH:39][CH2:38][CH2:40][NH:41][C:4]([C:6]1[C:7]2[S:15][CH:14]=[C:13]([CH2:16][O:17][C:18]3[CH:23]=[C:22]([C:24]4[O:25][C:26]([CH2:29][C:30]5[CH:31]=[CH:32][C:33]([Cl:36])=[CH:34][CH:35]=5)=[N:27][N:28]=4)[CH:21]=[CH:20][C:19]=3[CH3:37])[C:8]=2[C:9]([NH2:12])=[N:10][CH:11]=1)=[O:5], predict the reactants needed to synthesize it. The reactants are: C(O[C:4]([C:6]1[C:7]2[S:15][CH:14]=[C:13]([CH2:16][O:17][C:18]3[CH:23]=[C:22]([C:24]4[O:25][C:26]([CH2:29][C:30]5[CH:35]=[CH:34][C:33]([Cl:36])=[CH:32][CH:31]=5)=[N:27][N:28]=4)[CH:21]=[CH:20][C:19]=3[CH3:37])[C:8]=2[C:9]([NH2:12])=[N:10][CH:11]=1)=[O:5])C.[CH2:38]([CH2:40][NH2:41])[OH:39].